Dataset: Catalyst prediction with 721,799 reactions and 888 catalyst types from USPTO. Task: Predict which catalyst facilitates the given reaction. (1) Reactant: [C:1]([NH:4][C:5](=S)[NH:6][C:7]1[N:12]=[C:11]2[N:13]([CH2:25][CH3:26])[C:14]([C:16]([N:18]([CH:22]3[CH2:24][CH2:23]3)[CH:19]3[CH2:21][CH2:20]3)=[O:17])=[CH:15][C:10]2=[C:9]2[N:27]([CH3:30])[CH:28]=[N:29][C:8]=12)(=O)[CH3:2].[CH3:32][NH:33][NH2:34]. Product: [CH:19]1([N:18]([CH:22]2[CH2:23][CH2:24]2)[C:16]([C:14]2[N:13]([CH2:25][CH3:26])[C:11]3=[N:12][C:7]([NH:6][C:5]4[N:4]=[C:1]([CH3:2])[N:33]([CH3:32])[N:34]=4)=[C:8]4[N:29]=[CH:28][N:27]([CH3:30])[C:9]4=[C:10]3[CH:15]=2)=[O:17])[CH2:20][CH2:21]1. The catalyst class is: 15. (2) Reactant: [CH3:1][C:2]1[O:6][N:5]=[C:4]([C:7]2[CH:12]=[CH:11][CH:10]=[CH:9][CH:8]=2)[C:3]=1[CH2:13][OH:14].[H-].[Na+].Cl[C:18]1[N:19]=[CH:20][C:21]([C:24]([O:26][CH3:27])=[O:25])=[N:22][CH:23]=1.O. Product: [CH3:27][O:26][C:24]([C:21]1[CH:20]=[N:19][C:18]([O:14][CH2:13][C:3]2[C:4]([C:7]3[CH:12]=[CH:11][CH:10]=[CH:9][CH:8]=3)=[N:5][O:6][C:2]=2[CH3:1])=[CH:23][N:22]=1)=[O:25]. The catalyst class is: 1. (3) Reactant: C([O:3][C:4](=[O:23])[C:5]([C:21]#[N:22])=[C:6]([C:14]1[CH:19]=[CH:18][C:17]([Cl:20])=[CH:16][CH:15]=1)[C:7]1[CH:12]=[CH:11][C:10]([Cl:13])=[CH:9][CH:8]=1)C.[OH-:24].[Na+]. Product: [C:21]([C:5](=[C:6]([C:7]1[CH:12]=[CH:11][C:10]([Cl:13])=[CH:9][CH:8]=1)[C:14]1[CH:15]=[CH:16][C:17]([Cl:20])=[CH:18][CH:19]=1)[C:4]([OH:3])=[O:23])(=[O:24])[NH2:22]. The catalyst class is: 6. (4) Reactant: [F:1][CH2:2][CH2:3][N:4]1[CH:8]=[C:7]([C:9]2[CH:14]=[CH:13][N:12]=[CH:11][CH:10]=2)[C:6]([C:15]2[CH:20]=[CH:19][C:18]([OH:21])=[CH:17][CH:16]=2)=[N:5]1.C[Si]([N-][Si](C)(C)C)(C)C.[Na+].Cl[CH2:33][C:34]1[CH:43]=[CH:42][C:41]2[C:36](=[CH:37][CH:38]=[CH:39][N:40]=2)[N:35]=1. Product: [F:1][CH2:2][CH2:3][N:4]1[CH:8]=[C:7]([C:9]2[CH:10]=[CH:11][N:12]=[CH:13][CH:14]=2)[C:6]([C:15]2[CH:20]=[CH:19][C:18]([O:21][CH2:33][C:34]3[CH:43]=[CH:42][C:41]4[C:36](=[CH:37][CH:38]=[CH:39][N:40]=4)[N:35]=3)=[CH:17][CH:16]=2)=[N:5]1. The catalyst class is: 198. (5) Reactant: [N+:1]([C:4]1[CH:5]=[C:6]([CH2:10][C:11]([OH:13])=O)[CH:7]=[CH:8][CH:9]=1)([O-:3])=[O:2].[C:14](O)(=O)C.O. Product: [N+:1]([C:4]1[CH:5]=[C:6]([CH2:10][C:11]([CH3:14])=[O:13])[CH:7]=[CH:8][CH:9]=1)([O-:3])=[O:2]. The catalyst class is: 17. (6) Reactant: [CH3:1][S:2]([CH:5]([CH3:8])[C:6]#[N:7])(=[O:4])=[O:3].C(=O)([O-])[O-].[Cs+].[Cs+].Br[CH2:16][CH2:17][CH:18]=[CH2:19]. Product: [CH3:8][C:5]([S:2]([CH3:1])(=[O:4])=[O:3])([CH2:19][CH2:18][CH:17]=[CH2:16])[C:6]#[N:7]. The catalyst class is: 10. (7) Reactant: [Br:1][C:2]1[C:3]([SH:8])=[N:4][CH:5]=[CH:6][CH:7]=1.Br[CH:10]1[CH2:15][CH2:14][N:13]([C:16]([O:18][C:19]([CH3:22])([CH3:21])[CH3:20])=[O:17])[CH2:12][CH2:11]1.C([O-])([O-])=O.[K+].[K+]. Product: [Br:1][C:2]1[C:3]([S:8][CH:10]2[CH2:15][CH2:14][N:13]([C:16]([O:18][C:19]([CH3:22])([CH3:21])[CH3:20])=[O:17])[CH2:12][CH2:11]2)=[N:4][CH:5]=[CH:6][CH:7]=1. The catalyst class is: 3.